This data is from Full USPTO retrosynthesis dataset with 1.9M reactions from patents (1976-2016). The task is: Predict the reactants needed to synthesize the given product. (1) Given the product [C:40]([CH:30]([CH2:31][CH2:32][CH2:33][C:34]1[CH:39]=[CH:38][CH:37]=[CH:36][CH:35]=1)[C:29]([NH:28][CH:25]([C:21]1[C:22](=[O:24])[NH:23][C:18]([CH2:17][C:16]2[CH:44]=[CH:45][C:46]([O:47][CH3:48])=[C:14]([O:13][CH2:11][CH3:12])[CH:15]=2)=[N:19][N:20]=1)[CH2:26][CH3:27])=[O:43])(=[O:42])[CH3:41], predict the reactants needed to synthesize it. The reactants are: C(Cl)(=O)C(Cl)=O.CS(C)=O.[CH2:11]([O:13][C:14]1[CH:15]=[C:16]([CH:44]=[CH:45][C:46]=1[O:47][CH3:48])[CH2:17][C:18]1[NH:23][C:22](=[O:24])[C:21]([CH:25]([NH:28][C:29](=[O:43])[CH:30]([CH:40]([OH:42])[CH3:41])[CH2:31][CH2:32][CH2:33][C:34]2[CH:39]=[CH:38][CH:37]=[CH:36][CH:35]=2)[CH2:26][CH3:27])=[N:20][N:19]=1)[CH3:12].C(N(C(C)C)C(C)C)C. (2) Given the product [CH3:17][O:5][C:4](=[O:6])[C:3]1[CH:7]=[CH:8][C:9]([OH:11])=[CH:10][C:2]=1[F:1], predict the reactants needed to synthesize it. The reactants are: [F:1][C:2]1[CH:10]=[C:9]([OH:11])[CH:8]=[CH:7][C:3]=1[C:4]([OH:6])=[O:5].S(=O)(=O)(O)O.[CH3:17]O. (3) Given the product [N:15]1([C:4]2[C:5]3[CH2:14][C:13]4[CH:12]=[CH:11][CH:10]=[CH:9][C:8]=4[C:6]=3[C:6]3[C:8]4[CH:9]=[CH:10][CH:11]=[CH:12][C:13]=4[CH2:14][C:2]=3[C:3]=2[C:21]#[N:22])[CH2:20][CH2:19][CH2:18][CH2:17][CH2:16]1, predict the reactants needed to synthesize it. The reactants are: O=[C:2]1O[C:6]2[C:8]3[C:13]([CH2:14][C:5]=2[C:4]([N:15]2[CH2:20][CH2:19][CH2:18][CH2:17][CH2:16]2)=[C:3]1[C:21]#[N:22])=[CH:12][CH:11]=[CH:10][CH:9]=3.[H-].[Na+]. (4) Given the product [F:23][CH:21]([F:22])[CH:9]1[NH:8][CH2:13][CH2:12][N:11]([C:14]([O:16][C:17]([CH3:19])([CH3:18])[CH3:20])=[O:15])[CH2:10]1, predict the reactants needed to synthesize it. The reactants are: C([N:8]1[CH2:13][CH2:12][N:11]([C:14]([O:16][C:17]([CH3:20])([CH3:19])[CH3:18])=[O:15])[CH2:10][CH:9]1[CH:21]([F:23])[F:22])C1C=CC=CC=1.[H][H]. (5) The reactants are: Cl[C:2]1[N:7]=[CH:6][N:5]=[C:4]([O:8][C:9]2[CH:14]=[CH:13][C:12]([N+:15]([O-])=O)=[CH:11][CH:10]=2)[CH:3]=1.C(OCC)(=O)C. Given the product [NH2:15][C:12]1[CH:13]=[CH:14][C:9]([O:8][C:4]2[CH:3]=[CH:2][N:7]=[CH:6][N:5]=2)=[CH:10][CH:11]=1, predict the reactants needed to synthesize it.